This data is from Forward reaction prediction with 1.9M reactions from USPTO patents (1976-2016). The task is: Predict the product of the given reaction. (1) Given the reactants [CH2:12]([Si:11]([CH3:20])([CH3:21])N[Si:11]([CH3:21])([CH3:20])[CH2:12][CH2:13][CH2:14][CH2:15][CH2:16][CH2:17][CH2:18][CH3:19])[CH2:13][CH2:14][CH2:15][CH2:16][CH2:17][CH2:18][CH3:19].[F:24][C:25]([F:36])([F:35])[C:26]([O:28]C(=O)C(F)(F)F)=[O:27], predict the reaction product. The product is: [F:24][C:25]([F:36])([F:35])[C:26]([O:28][Si:11]([CH2:12][CH2:13][CH2:14][CH2:15][CH2:16][CH2:17][CH2:18][CH3:19])([CH3:20])[CH3:21])=[O:27]. (2) Given the reactants [CH2:1]=[CH:2][CH2:3][CH2:4][CH2:5][CH2:6][CH2:7][CH2:8][CH2:9][CH2:10][CH2:11][CH2:12][CH2:13][CH2:14][CH2:15][CH2:16][CH2:17][CH3:18].C([O-])(=[O:21])C.[In+3:23].C([O-])(=O)C.C([O-])(=O)C.C(P(CCCCCCCC)CCCCCCCC)CCCCCCC.C[Si](P([Si](C)(C)C)[Si](C)(C)C)(C)C.C(N)CCCCCCC.C(O)(=O)CCCCCCCCCCCCCCCCC.C([O-])(=O)CCCCCCCCCCCCCCCCC.[Cd+2:119].C([O-])(=O)CCCCCCCCCCCCCCCCC.[Se].[O-2:141].[Zn+2:142].C(O)(=O)CCCCCCC, predict the reaction product. The product is: [C:1]([O-:21])(=[O:141])[CH2:2][CH2:3][CH2:4][CH2:5][CH2:6][CH2:7][CH2:8][CH2:9][CH2:10][CH2:11][CH2:12][CH2:13][CH2:14][CH2:15][CH2:16][CH2:17][CH3:18].[In+3:23].[C:1]([O-:21])(=[O:141])[CH2:2][CH2:3][CH2:4][CH2:5][CH2:6][CH2:7][CH2:8][CH2:9][CH2:10][CH2:11][CH2:12][CH2:13][CH2:14][CH2:15][CH2:16][CH2:17][CH3:18].[C:1]([O-:21])(=[O:141])[CH2:2][CH2:3][CH2:4][CH2:5][CH2:6][CH2:7][CH2:8][CH2:9][CH2:10][CH2:11][CH2:12][CH2:13][CH2:14][CH2:15][CH2:16][CH2:17][CH3:18].[Zn:142].[Cd:119].